This data is from Full USPTO retrosynthesis dataset with 1.9M reactions from patents (1976-2016). The task is: Predict the reactants needed to synthesize the given product. (1) Given the product [Cl:1][C:2]1[CH:3]=[C:4]([C:14]([N:27]=[C:30]=[O:39])([CH3:24])[CH:18]([CH:21]([CH3:23])[CH3:22])[CH:19]=[CH2:20])[CH:5]=[CH:6][C:7]=1[CH2:8][CH2:9][C:10]([CH3:12])([CH3:11])[CH3:13], predict the reactants needed to synthesize it. The reactants are: [Cl:1][C:2]1[CH:3]=[C:4]([C:14]([CH3:24])([CH:18]([CH:21]([CH3:23])[CH3:22])[CH:19]=[CH2:20])C(O)=O)[CH:5]=[CH:6][C:7]=1[CH2:8][CH2:9][C:10]([CH3:13])([CH3:12])[CH3:11].C([N:27]([CH2:30]C)CC)C.C1(P(N=[N+]=[N-])(C2C=CC=CC=2)=[O:39])C=CC=CC=1. (2) Given the product [C:8]([O:12][CH:13]([C:18]1[C:23]([CH3:24])=[CH:22][CH:21]=[C:20]([OH:25])[C:19]=1[C:35]1[CH:36]=[CH:37][C:38]([N+:41]([O-:43])=[O:42])=[CH:39][CH:40]=1)[C:14]([O:16][CH3:17])=[O:15])([CH3:11])([CH3:9])[CH3:10], predict the reactants needed to synthesize it. The reactants are: FC(F)(F)C(O)=O.[C:8]([O:12][CH:13]([C:18]1[C:23]([CH3:24])=[CH:22][CH:21]=[C:20]([O:25]CC2C=CC(OC)=CC=2)[C:19]=1[C:35]1[CH:40]=[CH:39][C:38]([N+:41]([O-:43])=[O:42])=[CH:37][CH:36]=1)[C:14]([O:16][CH3:17])=[O:15])([CH3:11])([CH3:10])[CH3:9]. (3) Given the product [F:19][C:15]1[C:16]([F:18])=[CH:17][C:12]([C:10]([N:4]2[CH2:5][CH2:6][CH2:7][C@@H:8]([CH3:9])[C@H:3]2[CH2:2][NH:1][C:27]2[N:32]=[CH:31][C:30]([C:33]([F:36])([F:35])[F:34])=[CH:29][N:28]=2)=[O:11])=[C:13]([C:20]2[N:21]=[CH:22][CH:23]=[CH:24][N:25]=2)[CH:14]=1, predict the reactants needed to synthesize it. The reactants are: [NH2:1][CH2:2][C@@H:3]1[C@H:8]([CH3:9])[CH2:7][CH2:6][CH2:5][N:4]1[C:10]([C:12]1[CH:17]=[C:16]([F:18])[C:15]([F:19])=[CH:14][C:13]=1[C:20]1[N:25]=[CH:24][CH:23]=[CH:22][N:21]=1)=[O:11].Cl[C:27]1[N:32]=[CH:31][C:30]([C:33]([F:36])([F:35])[F:34])=[CH:29][N:28]=1. (4) Given the product [Cl:1][C:2]1[C:10]([C:11]2[CH:12]=[N:13][CH:14]=[C:15]([CH2:17][CH3:18])[CH:16]=2)=[CH:9][CH:8]=[C:7]2[C:3]=1[CH2:4][C:5](=[O:20])[N:6]2[CH3:19], predict the reactants needed to synthesize it. The reactants are: [Cl:1][C:2]1[C:10]([C:11]2[CH:12]=[N:13][CH:14]=[C:15]([CH:17]=[CH2:18])[CH:16]=2)=[CH:9][CH:8]=[C:7]2[C:3]=1[CH2:4][C:5](=[O:20])[N:6]2[CH3:19]. (5) Given the product [Cl:1][C:2]1[CH:7]=[CH:6][C:5]([N:8]2[C:13](=[O:14])[C:12]3[O:15][C:16]4[C:21]([O:22][CH:23]([F:25])[F:24])=[CH:20][CH:19]=[C:18]([C:26]([OH:28])=[O:27])[C:17]=4[C:11]=3[CH:10]=[N:9]2)=[CH:4][CH:3]=1, predict the reactants needed to synthesize it. The reactants are: [Cl:1][C:2]1[CH:7]=[CH:6][C:5]([N:8]2[C:13](=[O:14])[C:12]3[O:15][C:16]4[C:21]([O:22][CH:23]([F:25])[F:24])=[CH:20][CH:19]=[C:18]([C:26]([O:28]CC)=[O:27])[C:17]=4[C:11]=3[CH:10]=[N:9]2)=[CH:4][CH:3]=1.[OH-].[Na+]. (6) The reactants are: [F:1][C:2]1[CH:7]=[CH:6][C:5]([NH:8][C@H:9]2[CH2:14][CH2:13][C@H:12]([C:15]([N:17]3[CH2:22][CH2:21][NH:20][CH2:19][CH2:18]3)=[O:16])[CH2:11][CH2:10]2)=[CH:4][CH:3]=1.[C:23]1(=O)[CH2:29][CH2:28][CH2:27][CH2:26][CH2:25][CH2:24]1.C(O[BH-](OC(=O)C)OC(=O)C)(=O)C.[Na+].C(O)(=O)C. Given the product [CH:23]1([N:20]2[CH2:19][CH2:18][N:17]([C:15]([C@H:12]3[CH2:13][CH2:14][C@H:9]([NH:8][C:5]4[CH:6]=[CH:7][C:2]([F:1])=[CH:3][CH:4]=4)[CH2:10][CH2:11]3)=[O:16])[CH2:22][CH2:21]2)[CH2:29][CH2:28][CH2:27][CH2:26][CH2:25][CH2:24]1, predict the reactants needed to synthesize it.